Dataset: HIV replication inhibition screening data with 41,000+ compounds from the AIDS Antiviral Screen. Task: Binary Classification. Given a drug SMILES string, predict its activity (active/inactive) in a high-throughput screening assay against a specified biological target. (1) The drug is C=C1C(=O)OC2C1CCC(C)=C1C(=O)C=C(C)C12. The result is 0 (inactive). (2) The molecule is N#CC(C#N)=Cc1ccc(C#N)cc1. The result is 0 (inactive). (3) The compound is CC(C)(C)c1ccc(O)c(C(c2ccc([N+](=O)[O-])cc2)c2cc(C(C)(C)C)ccc2O)c1. The result is 0 (inactive).